This data is from Full USPTO retrosynthesis dataset with 1.9M reactions from patents (1976-2016). The task is: Predict the reactants needed to synthesize the given product. Given the product [CH3:14][O:13][C:5]1[CH:4]=[CH:3][C:2]([B:24]2[O:28][C:27]([CH3:30])([CH3:29])[C:26]([CH3:32])([CH3:31])[O:25]2)=[CH:7][C:6]=1[CH2:8][CH2:9][N:10]([CH3:12])[CH3:11], predict the reactants needed to synthesize it. The reactants are: Br[C:2]1[CH:3]=[CH:4][C:5]([O:13][CH3:14])=[C:6]([CH2:8][CH2:9][N:10]([CH3:12])[CH3:11])[CH:7]=1.[Li]CCCC.C(O[B:24]1[O:28][C:27]([CH3:30])([CH3:29])[C:26]([CH3:32])([CH3:31])[O:25]1)(C)C.